Predict the reactants needed to synthesize the given product. From a dataset of Full USPTO retrosynthesis dataset with 1.9M reactions from patents (1976-2016). Given the product [CH3:19][N:18]1[C:17]2[CH:20]=[CH:21][C:22]([C:24]([F:27])([F:26])[F:25])=[CH:23][C:16]=2[N:15]=[C:14]1[C:13]1[CH:12]=[CH:11][N:10]=[CH:9][C:8]=1[O:4][CH2:1][CH2:2][CH3:3], predict the reactants needed to synthesize it. The reactants are: [CH2:1]([OH:4])[CH2:2][CH3:3].[H-].[Na+].F[C:8]1[CH:9]=[N:10][CH:11]=[CH:12][C:13]=1[C:14]1[N:18]([CH3:19])[C:17]2[CH:20]=[CH:21][C:22]([C:24]([F:27])([F:26])[F:25])=[CH:23][C:16]=2[N:15]=1.[Cl-].[NH4+].